From a dataset of Reaction yield outcomes from USPTO patents with 853,638 reactions. Predict the reaction yield, written as a fraction of the theoretical maximum amount of product (1.0 means a 100% yield; for example, 0.34 means a 34% yield). (1) The reactants are CI.[CH3:3][N:4]1[C:8]([C:9]2[CH:10]=[N:11][CH:12]=[CH:13][CH:14]=2)=[N:7][NH:6][C:5]1=[S:15].[OH-].[Na+].[CH2:18](Cl)Cl. The catalyst is CCO. The product is [CH3:3][N:4]1[C:5]([S:15][CH3:18])=[N:6][N:7]=[C:8]1[C:9]1[CH:10]=[N:11][CH:12]=[CH:13][CH:14]=1. The yield is 0.980. (2) The reactants are C1COCC1.[CH3:6][O:7][C:8]1[C:9]([S:21](Cl)(=[O:23])=[O:22])=[CH:10][C:11]2[CH2:12][CH2:13][C:14](=[O:20])[C:15]([CH3:19])([CH3:18])[C:16]=2[CH:17]=1.[NH:25]1[CH2:29][CH2:28][CH2:27][CH2:26]1.C(N(CC)CC)C. The catalyst is O. The product is [CH3:6][O:7][C:8]1[CH:17]=[C:16]2[C:11]([CH2:12][CH2:13][C:14](=[O:20])[C:15]2([CH3:19])[CH3:18])=[CH:10][C:9]=1[S:21]([N:25]1[CH2:29][CH2:28][CH2:27][CH2:26]1)(=[O:23])=[O:22]. The yield is 0.750. (3) The reactants are [CH3:1][C:2]1[C:3]([C:30]2[CH:35]=[CH:34][CH:33]=[CH:32][CH:31]=2)=[C:4]([O:14][C:15]2[CH:20]=[CH:19][C:18]([O:21][CH2:22][CH2:23][CH2:24][C:25]([O:27]CC)=[O:26])=[CH:17][CH:16]=2)[C:5]2[C:10]([CH:11]=1)=[CH:9][C:8]([O:12][CH3:13])=[CH:7][CH:6]=2.[OH-].[Na+].Cl. The catalyst is C1COCC1.CCO. The product is [CH3:1][C:2]1[C:3]([C:30]2[CH:31]=[CH:32][CH:33]=[CH:34][CH:35]=2)=[C:4]([O:14][C:15]2[CH:16]=[CH:17][C:18]([O:21][CH2:22][CH2:23][CH2:24][C:25]([OH:27])=[O:26])=[CH:19][CH:20]=2)[C:5]2[C:10]([CH:11]=1)=[CH:9][C:8]([O:12][CH3:13])=[CH:7][CH:6]=2. The yield is 0.880.